From a dataset of Full USPTO retrosynthesis dataset with 1.9M reactions from patents (1976-2016). Predict the reactants needed to synthesize the given product. (1) Given the product [CH3:1][O:2][C:3](=[O:27])[C@H:4]([NH:16][C:17]([O:19][CH2:20][C:21]1[CH:22]=[CH:23][CH:24]=[CH:25][CH:26]=1)=[O:18])[CH2:5][C:6]1[C:15]([Br:28])=[CH:14][C:9]2[NH:10][C:11](=[O:13])[O:12][C:8]=2[CH:7]=1, predict the reactants needed to synthesize it. The reactants are: [CH3:1][O:2][C:3](=[O:27])[C@H:4]([NH:16][C:17]([O:19][CH2:20][C:21]1[CH:26]=[CH:25][CH:24]=[CH:23][CH:22]=1)=[O:18])[CH2:5][C:6]1[CH:15]=[CH:14][C:9]2[NH:10][C:11](=[O:13])[O:12][C:8]=2[CH:7]=1.[Br:28]N1C(=O)CCC1=O. (2) Given the product [NH2:11][C:6]1[CH:7]=[C:8]([F:10])[CH:9]=[C:4]2[C:5]=1[CH2:14][NH:15][C:3]2=[O:2], predict the reactants needed to synthesize it. The reactants are: C[O:2][C:3](=O)[C:4]1[CH:9]=[C:8]([F:10])[CH:7]=[C:6]([N+:11]([O-])=O)[C:5]=1[CH2:14][N:15]=[N+]=[N-].C(O)C. (3) Given the product [NH2:29][C:14]1[CH:15]=[N:16][C:17]2[C:22]([C:13]=1[NH:12][C:9]1[CH:8]=[CH:7][C:6]([C:2]([CH3:5])([CH3:1])[C:3]#[N:4])=[CH:11][CH:10]=1)=[CH:21][C:20]([C:23]1[CH:24]=[N:25][CH:26]=[CH:27][CH:28]=1)=[CH:19][CH:18]=2, predict the reactants needed to synthesize it. The reactants are: [CH3:1][C:2]([C:6]1[CH:11]=[CH:10][C:9]([NH:12][C:13]2[C:22]3[C:17](=[CH:18][CH:19]=[C:20]([C:23]4[CH:24]=[N:25][CH:26]=[CH:27][CH:28]=4)[CH:21]=3)[N:16]=[CH:15][C:14]=2[N+:29]([O-])=O)=[CH:8][CH:7]=1)([CH3:5])[C:3]#[N:4].Cl[Sn]Cl. (4) Given the product [CH:1]1([CH2:6][CH:7]([C:8]2[CH:9]=[CH:10][C:11]([S:14]([CH2:17][CH2:18][OH:19])(=[O:16])=[O:15])=[CH:12][CH:13]=2)[C:22]2[NH:31][C:25]3=[N:26][CH:27]=[C:28]([F:30])[CH:29]=[C:24]3[CH:23]=2)[CH2:5][CH2:4][CH2:3][CH2:2]1, predict the reactants needed to synthesize it. The reactants are: [CH:1]1([CH2:6][CH:7]([C:22]2[NH:31][C:25]3=[N:26][CH:27]=[C:28]([F:30])[CH:29]=[C:24]3[CH:23]=2)[C:8]2[CH:13]=[CH:12][C:11]([S:14]([CH2:17][CH2:18][O:19]CC)(=[O:16])=[O:15])=[CH:10][CH:9]=2)[CH2:5][CH2:4][CH2:3][CH2:2]1.B(Br)(Br)Br. (5) Given the product [O:11]1[C:15]2[CH:16]=[CH:17][CH:18]=[C:19]([C:20]([CH3:31])([CH3:30])[CH2:21][C:22]([OH:29])([C:25]([F:28])([F:27])[F:26])[CH:23]=[O:24])[C:14]=2[O:13][CH2:12]1, predict the reactants needed to synthesize it. The reactants are: C(Cl)(=O)C(Cl)=O.CS(C)=O.[O:11]1[C:15]2[CH:16]=[CH:17][CH:18]=[C:19]([C:20]([CH3:31])([CH3:30])[CH2:21][C:22]([OH:29])([C:25]([F:28])([F:27])[F:26])[CH2:23][OH:24])[C:14]=2[O:13][CH2:12]1.C(N(CC)CC)C.